Dataset: Forward reaction prediction with 1.9M reactions from USPTO patents (1976-2016). Task: Predict the product of the given reaction. Given the reactants [N+:1]([C:4]1[CH:27]=[CH:26][C:7]([CH2:8][O:9][C:10]([N:12]2[CH:16]=[C:15]([CH:17]=[O:18])[N:14]=[C:13]2[CH2:19][C:20]2[CH:25]=[CH:24][CH:23]=[CH:22][CH:21]=2)=[O:11])=[CH:6][CH:5]=1)([O-:3])=[O:2].[Mg+2].[Br-].[Br-].[N+:31]([C:34]1[CH:52]=[CH:51][C:37]([CH2:38][O:39][C:40]([C:42]2[N:43]3[C@H:46]([S:47][CH:48]=2)[C@@H:45]([Br:49])[C:44]3=[O:50])=[O:41])=[CH:36][CH:35]=1)([O-:33])=[O:32].[C:53](OC(=O)C)(=[O:55])[CH3:54], predict the reaction product. The product is: [N+:31]([C:34]1[CH:52]=[CH:51][C:37]([CH2:38][O:39][C:40]([C:42]2[N:43]3[C@H:46]([S:47][CH:48]=2)[C:45]([CH:17]([O:18][C:53](=[O:55])[CH3:54])[C:15]2[N:14]=[C:13]([CH2:19][C:20]4[CH:21]=[CH:22][CH:23]=[CH:24][CH:25]=4)[N:12]([C:10]([O:9][CH2:8][C:7]4[CH:6]=[CH:5][C:4]([N+:1]([O-:3])=[O:2])=[CH:27][CH:26]=4)=[O:11])[CH:16]=2)([Br:49])[C:44]3=[O:50])=[O:41])=[CH:36][CH:35]=1)([O-:33])=[O:32].